This data is from Reaction yield outcomes from USPTO patents with 853,638 reactions. The task is: Predict the reaction yield, written as a fraction of the theoretical maximum amount of product (1.0 means a 100% yield; for example, 0.34 means a 34% yield). (1) The reactants are [C:1]([NH:4][C:5]1[CH:13]=[CH:12][C:8]([C:9]([OH:11])=O)=[CH:7][CH:6]=1)(=[O:3])[CH3:2].[NH2:14][C:15]1[CH:20]=[CH:19][CH:18]=[CH:17][C:16]=1[NH:21][C:22](=[O:28])[O:23][C:24]([CH3:27])([CH3:26])[CH3:25].CN(C=O)C.C(Cl)CCl. The catalyst is O. The product is [C:1]([NH:4][C:5]1[CH:6]=[CH:7][C:8]([C:9]([NH:14][C:15]2[CH:20]=[CH:19][CH:18]=[CH:17][C:16]=2[NH:21][C:22](=[O:28])[O:23][C:24]([CH3:26])([CH3:25])[CH3:27])=[O:11])=[CH:12][CH:13]=1)(=[O:3])[CH3:2]. The yield is 0.780. (2) The reactants are [CH3:1][O:2][C:3]([C:5]1[O:6][C:7]2[CH:13]=[CH:12][C:11]([CH3:14])=[CH:10][C:8]=2[CH:9]=1)=[O:4].[Br:15]N1C(=O)CCC1=O.N(C1(C#N)CCCCC1)=NC1(C#N)CCCCC1. The catalyst is C(Cl)(Cl)(Cl)Cl. The product is [CH3:1][O:2][C:3]([C:5]1[O:6][C:7]2[CH:13]=[CH:12][C:11]([CH2:14][Br:15])=[CH:10][C:8]=2[CH:9]=1)=[O:4]. The yield is 0.960. (3) The reactants are [C:1]([O:5][C:6](=[O:37])[NH:7][C:8]1[CH:13]=[CH:12][C:11]([O:14][C:15]2[C:24]3[C:19](=[CH:20][C:21]([O:25][CH3:26])=[CH:22][CH:23]=3)[CH:18]=[CH:17][C:16]=2[C:27]2[CH:32]=[CH:31][C:30]([S:33]([CH3:36])(=[O:35])=[O:34])=[CH:29][CH:28]=2)=[CH:10][CH:9]=1)([CH3:4])([CH3:3])[CH3:2].[H-].[Na+].[CH3:40][C:41](C)([O-])[CH3:42].[K+].Cl[CH2:47]Cl.[CH3:49][N:50]([CH3:53])[CH:51]=O. No catalyst specified. The product is [C:1]([O:5][C:6](=[O:37])[N:7]([C:8]1[CH:9]=[CH:10][C:11]([O:14][C:15]2[C:24]3[C:19](=[CH:20][C:21]([O:25][CH3:26])=[CH:22][CH:23]=3)[CH:18]=[CH:17][C:16]=2[C:27]2[CH:28]=[CH:29][C:30]([S:33]([CH3:36])(=[O:34])=[O:35])=[CH:31][CH:32]=2)=[CH:12][CH:13]=1)[CH2:47][CH2:49][N:50]1[CH2:53][CH2:42][CH2:41][CH2:40][CH2:51]1)([CH3:3])([CH3:4])[CH3:2]. The yield is 0.500. (4) The reactants are [CH3:1][NH2:2].[Br:3][C:4]1[CH:5]=[N:6][C:7](Cl)=[N:8][CH:9]=1. The catalyst is CO. The product is [Br:3][C:4]1[CH:5]=[N:6][C:7]([NH:2][CH3:1])=[N:8][CH:9]=1. The yield is 1.00. (5) The reactants are [C:1]1([S:7][C:8]2[CH:17]=[C:16]3[C:11]([CH2:12][CH2:13][CH2:14][C:15]3=[O:18])=[CH:10][CH:9]=2)[CH:6]=[CH:5][CH:4]=[CH:3][CH:2]=1.[OH:19]OS([O-])=O.[K+].[OH2:25]. The catalyst is CO. The product is [C:1]1([S:7]([C:8]2[CH:17]=[C:16]3[C:11]([CH2:12][CH2:13][CH2:14][C:15]3=[O:18])=[CH:10][CH:9]=2)(=[O:19])=[O:25])[CH:6]=[CH:5][CH:4]=[CH:3][CH:2]=1. The yield is 0.590. (6) The reactants are [CH3:1][O:2][C:3](=[O:15])[C:4]1[CH:9]=[CH:8][C:7]([C:10](=O)[CH:11](Br)[F:12])=[CH:6][CH:5]=1.[CH3:16][N:17]1[CH2:22][CH2:21][N:20]([C:23](=[S:25])[NH2:24])[CH2:19][CH2:18]1. The catalyst is C(O)C. The product is [CH3:1][O:2][C:3](=[O:15])[C:4]1[CH:9]=[CH:8][C:7]([C:10]2[N:24]=[C:23]([N:20]3[CH2:21][CH2:22][N:17]([CH3:16])[CH2:18][CH2:19]3)[S:25][C:11]=2[F:12])=[CH:6][CH:5]=1. The yield is 0.740. (7) The reactants are [NH2:1][C:2]1[CH:7]=[CH:6][C:5]([C:8]2[CH:13]=[CH:12][CH:11]=[C:10]([Cl:14])[CH:9]=2)=[CH:4][C:3]=1[CH:15]([OH:17])[CH3:16].Cl[C:19](Cl)([O:21]C(=O)OC(Cl)(Cl)Cl)Cl. The catalyst is C1COCC1. The product is [Cl:14][C:10]1[CH:9]=[C:8]([C:5]2[CH:6]=[CH:7][C:2]3[NH:1][C:19](=[O:21])[O:17][CH:15]([CH3:16])[C:3]=3[CH:4]=2)[CH:13]=[CH:12][CH:11]=1. The yield is 0.910. (8) The yield is 0.680. The catalyst is CN(C=O)C. The reactants are [CH3:1][N:2]1[C:6]([CH2:7][C:8]([O:10][CH3:11])=[O:9])=[C:5]([N+:12]([O-:14])=[O:13])[CH:4]=[N:3]1.[H-].[Na+].[CH2:17](Br)[CH:18]=[CH2:19]. The product is [CH3:1][N:2]1[C:6]([CH:7]([CH2:19][CH:18]=[CH2:17])[C:8]([O:10][CH3:11])=[O:9])=[C:5]([N+:12]([O-:14])=[O:13])[CH:4]=[N:3]1. (9) The reactants are [F:1][C:2]1[CH:7]=[CH:6][C:5]([CH2:8][CH2:9][S:10][CH:11]([C:22]([O:24][CH2:25][C:26]([Cl:29])([Cl:28])[Cl:27])=[O:23])[CH2:12][C:13]2[CH:21]=[CH:20][C:16]([C:17]([OH:19])=[O:18])=[CH:15][CH:14]=2)=[CH:4][CH:3]=1.[C:30]1([C:36]2[O:37][C:38]([C:43]([F:46])([F:45])[F:44])=[C:39]([CH2:41]O)[N:40]=2)[CH:35]=[CH:34][CH:33]=[CH:32][CH:31]=1.C(Cl)CCl.Cl. The catalyst is C(Cl)Cl.CN(C1C=CN=CC=1)C. The product is [C:30]1([C:36]2[O:37][C:38]([C:43]([F:46])([F:45])[F:44])=[C:39]([CH2:41][O:18][C:17](=[O:19])[C:16]3[CH:20]=[CH:21][C:13]([CH2:12][CH:11]([S:10][CH2:9][CH2:8][C:5]4[CH:6]=[CH:7][C:2]([F:1])=[CH:3][CH:4]=4)[C:22]([O:24][CH2:25][C:26]([Cl:29])([Cl:27])[Cl:28])=[O:23])=[CH:14][CH:15]=3)[N:40]=2)[CH:31]=[CH:32][CH:33]=[CH:34][CH:35]=1. The yield is 0.566.